From a dataset of TCR-epitope binding with 47,182 pairs between 192 epitopes and 23,139 TCRs. Binary Classification. Given a T-cell receptor sequence (or CDR3 region) and an epitope sequence, predict whether binding occurs between them. The epitope is LLWNGPMAV. The TCR CDR3 sequence is CASTPGQALNEQYF. Result: 1 (the TCR binds to the epitope).